Task: Predict the product of the given reaction.. Dataset: Forward reaction prediction with 1.9M reactions from USPTO patents (1976-2016) (1) Given the reactants [CH2:1]([C:3]([CH2:8][OH:9])([CH2:6][OH:7])[CH2:4][CH3:5])[OH:2].[OH-].[Na+], predict the reaction product. The product is: [CH2:8]1[O:9][CH2:3]1.[CH2:1]([C:3]([CH2:8][OH:9])([CH2:6][OH:7])[CH2:4][CH3:5])[OH:2]. (2) Given the reactants [CH3:1][C:2]1([CH3:33])[C:15]2[C:10]3=[C:11]([C:16]4[CH:17]=[C:18]([C:22]5[CH:32]=[CH:31][CH:30]=[CH:29][C:23]=5C(OCC)=O)[CH:19]=[CH:20][C:21]=4[N:9]3[C:8]3[CH:7]=[CH:6][CH:5]=[CH:4][C:3]1=3)[CH:12]=[CH:13][CH:14]=2.[CH3:34][Mg]Cl.[NH4+].[Cl-].Cl.[CH2:40]1[CH2:44][O:43]CC1, predict the reaction product. The product is: [CH3:33][C:2]1([CH3:1])[C:15]2[C:10]3=[C:11]([C:16]4[CH:17]=[C:18]([C:22]5[CH:32]=[CH:31][CH:30]=[CH:29][C:23]=5[C:44]([OH:43])([CH3:40])[CH3:34])[CH:19]=[CH:20][C:21]=4[N:9]3[C:8]3[CH:7]=[CH:6][CH:5]=[CH:4][C:3]1=3)[CH:12]=[CH:13][CH:14]=2.